Task: Predict which catalyst facilitates the given reaction.. Dataset: Catalyst prediction with 721,799 reactions and 888 catalyst types from USPTO (1) Reactant: [CH2:1]([O:8][C:9]1[CH:14]=[CH:13][C:12]([C:15]2[N:16]([C:21]3[CH:22]=[C:23]([OH:27])[CH:24]=[CH:25][CH:26]=3)[C:17]([CH3:20])=[CH:18][CH:19]=2)=[CH:11][CH:10]=1)[C:2]1[CH:7]=[CH:6][CH:5]=[CH:4][CH:3]=1.Br[CH2:29][CH2:30][CH2:31][CH2:32][CH2:33][CH2:34][CH2:35][CH2:36][CH2:37][CH2:38]C.C(=O)([O-])[O-].[K+].[K+].O. Product: [CH2:1]([O:8][C:9]1[CH:14]=[CH:13][C:12]([C:15]2[N:16]([C:21]3[CH:26]=[CH:25][CH:24]=[C:23]([O:27][CH2:29][CH2:30][CH2:31][CH2:32][CH2:33][CH2:34][CH2:35][CH2:36][CH2:37][CH3:38])[CH:22]=3)[C:17]([CH3:20])=[CH:18][CH:19]=2)=[CH:11][CH:10]=1)[C:2]1[CH:3]=[CH:4][CH:5]=[CH:6][CH:7]=1. The catalyst class is: 3. (2) Reactant: [H-].[Na+].[C:3]1([CH3:19])[CH:8]=[C:7]([CH3:9])[CH:6]=[C:5]([CH3:10])[C:4]=1[CH:11]([C:16](=[O:18])[CH3:17])[C:12]([O:14][CH3:15])=[O:13].[Li]CCCC.[CH2:25]([O:32][CH2:33][CH:34]([CH3:37])[CH:35]=[O:36])[C:26]1[CH:31]=[CH:30][CH:29]=[CH:28][CH:27]=1. Product: [CH2:25]([O:32][CH2:33][CH:34]([CH3:37])[CH:35]([OH:36])[CH2:17][C:16](=[O:18])[CH:11]([C:4]1[C:5]([CH3:10])=[CH:6][C:7]([CH3:9])=[CH:8][C:3]=1[CH3:19])[C:12]([O:14][CH3:15])=[O:13])[C:26]1[CH:31]=[CH:30][CH:29]=[CH:28][CH:27]=1. The catalyst class is: 1. (3) Reactant: [H-].[Al+3].[Li+].[H-].[H-].[H-].[CH3:7][N:8]1[CH2:12][CH2:11][CH2:10][CH:9]1[CH2:13][CH2:14][N:15]1[C:23]2[C:18](=[CH:19][C:20]([C:24]#[N:25])=[CH:21][CH:22]=2)[CH:17]=[CH:16]1. Product: [CH3:7][N:8]1[CH2:12][CH2:11][CH2:10][CH:9]1[CH2:13][CH2:14][N:15]1[C:23]2[C:18](=[CH:19][C:20]([CH2:24][NH2:25])=[CH:21][CH:22]=2)[CH:17]=[CH:16]1. The catalyst class is: 27.